This data is from Reaction yield outcomes from USPTO patents with 853,638 reactions. The task is: Predict the reaction yield, written as a fraction of the theoretical maximum amount of product (1.0 means a 100% yield; for example, 0.34 means a 34% yield). (1) The reactants are C[N:2](C)[CH:3]=[CH:4][C:5]([C:7]1[C:12](=[O:13])[CH:11]=[CH:10][N:9]([C:14]2[CH:19]=[CH:18][CH:17]=[C:16]([CH3:20])[CH:15]=2)[N:8]=1)=O.[C:22]1([NH:28]N)[CH:27]=[CH:26][CH:25]=[CH:24][CH:23]=1. The catalyst is CO. The product is [CH3:20][C:16]1[CH:15]=[C:14]([N:9]2[CH:10]=[CH:11][C:12](=[O:13])[C:7]([C:5]3[N:28]([C:22]4[CH:27]=[CH:26][CH:25]=[CH:24][CH:23]=4)[N:2]=[CH:3][CH:4]=3)=[N:8]2)[CH:19]=[CH:18][CH:17]=1. The yield is 0.0700. (2) The reactants are [F:1][C:2]1[C:7]([C:8]([F:11])([F:10])[F:9])=[CH:6][CH:5]=[CH:4][C:3]=1[C:12](=[N:19][O:20][CH2:21][C:22]1[N:27]=[C:26]([NH2:28])[CH:25]=[CH:24][CH:23]=1)[C:13]1[N:17]([CH3:18])[N:16]=[N:15][N:14]=1.C(N(CC)CC)C.[C:36](Cl)(=[O:42])[CH2:37][CH2:38][CH2:39][CH2:40][CH3:41]. The catalyst is O1CCOCC1. The product is [F:1][C:2]1[C:7]([C:8]([F:9])([F:11])[F:10])=[CH:6][CH:5]=[CH:4][C:3]=1[C:12](=[N:19][O:20][CH2:21][C:22]1[N:27]=[C:26]([NH:28][C:36](=[O:42])[CH2:37][CH2:38][CH2:39][CH2:40][CH3:41])[CH:25]=[CH:24][CH:23]=1)[C:13]1[N:17]([CH3:18])[N:16]=[N:15][N:14]=1. The yield is 0.910. (3) The reactants are ClC1N=C(NC)C2N=C(NCCC)N=C(NC)C=2N=1.[F:20][C:21]([F:29])([F:28])[CH:22]1[CH2:27][CH2:26][CH2:25][NH:24][CH2:23]1.O1[C:34]2(CC[N:37]([C:40]3[N:41]=[C:42]([NH:56][CH3:57])[C:43]4[N:44]=[C:45]([NH:52]CCC)[N:46]=[C:47]([NH:50][CH3:51])[C:48]=4[N:49]=3)[CH2:36][CH2:35]2)OCC1. No catalyst specified. The product is [F:20][C:21]([F:29])([F:28])[CH:22]1[CH2:27][CH2:26][CH2:25][N:24]([NH:52][C:45]2[N:46]=[C:47]([NH:50][CH3:51])[C:48]3[N:49]=[C:40]([NH:37][CH2:36][CH2:35][CH3:34])[N:41]=[C:42]([NH:56][CH3:57])[C:43]=3[N:44]=2)[CH2:23]1. The yield is 0.910. (4) The reactants are Br[C:2]1[S:3][C:4]([C:7]([O:9][CH2:10][CH3:11])=[O:8])=[CH:5][N:6]=1.[Cl-].[F:13][C:14]([F:29])([F:28])[C:15]1[CH:16]=[C:17]([N:21]2[CH2:26][C@@H:25]3[CH2:27][C@H:22]2[CH2:23][NH2+:24]3)[CH:18]=[CH:19][CH:20]=1.C(N(CC)CC)C.C1COCC1. The catalyst is O1CCOCC1. The product is [F:29][C:14]([F:13])([F:28])[C:15]1[CH:16]=[C:17]([N:21]2[CH2:26][C@@H:25]3[CH2:27][C@H:22]2[CH2:23][N:24]3[C:2]2[S:3][C:4]([C:7]([O:9][CH2:10][CH3:11])=[O:8])=[CH:5][N:6]=2)[CH:18]=[CH:19][CH:20]=1. The yield is 0.950. (5) The reactants are Br[C:2]1[C:3]([F:14])=[C:4]2[C:8](=[CH:9][C:10]=1[F:11])[NH:7][CH:6]=[C:5]2[CH:12]=[O:13].CC1(C)COB([C:22]2[CH:31]=[CH:30][C:25]([O:26][CH2:27][CH2:28][OH:29])=[CH:24][CH:23]=2)OC1.C(=O)([O-])[O-].[K+].[K+]. The catalyst is C1(C)C=CC=CC=1.CCO.O.C1C=CC(P(C2C=CC=CC=2)[C-]2C=CC=C2)=CC=1.C1C=CC(P(C2C=CC=CC=2)[C-]2C=CC=C2)=CC=1.Cl[Pd]Cl.[Fe+2]. The product is [F:14][C:3]1[C:2]([C:22]2[CH:31]=[CH:30][C:25]([O:26][CH2:27][CH2:28][OH:29])=[CH:24][CH:23]=2)=[C:10]([F:11])[CH:9]=[C:8]2[C:4]=1[C:5]([CH:12]=[O:13])=[CH:6][NH:7]2. The yield is 0.380. (6) The reactants are Br[C:2]1[CH:3]=[C:4]2[C:8](=[CH:9][C:10]=1[N+:11]([O-:13])=[O:12])[C:7](=[O:14])[CH2:6][CH2:5]2.[CH2:15](OB(C=C)OCCCC)[CH2:16]CC.C([O-])([O-])=O.[Na+].[Na+]. The catalyst is Cl[Pd](Cl)([P](C1C=CC=CC=1)(C1C=CC=CC=1)C1C=CC=CC=1)[P](C1C=CC=CC=1)(C1C=CC=CC=1)C1C=CC=CC=1.C1COCC1.O. The product is [N+:11]([C:10]1[CH:9]=[C:8]2[C:4]([CH2:5][CH2:6][C:7]2=[O:14])=[CH:3][C:2]=1[CH:15]=[CH2:16])([O-:13])=[O:12]. The yield is 0.790. (7) The reactants are Cl.[NH2:2][CH2:3][CH2:4][CH2:5][N:6]1[C:14](=[O:15])[C:13]2[N:12]([CH2:16][C:17]3[CH:22]=[CH:21][C:20]([Cl:23])=[CH:19][CH:18]=3)[C:11]([O:24][C:25]3[CH:30]=[CH:29][CH:28]=[C:27]([O:31][C:32]([F:35])([F:34])[F:33])[CH:26]=3)=[N:10][C:9]=2[N:8]([CH3:36])[C:7]1=[O:37].[C:38](Cl)(=[O:40])[CH3:39]. The catalyst is C1COCC1.O. The product is [Cl:23][C:20]1[CH:21]=[CH:22][C:17]([CH2:16][N:12]2[C:13]3[C:14](=[O:15])[N:6]([CH2:5][CH2:4][CH2:3][NH:2][C:38](=[O:40])[CH3:39])[C:7](=[O:37])[N:8]([CH3:36])[C:9]=3[N:10]=[C:11]2[O:24][C:25]2[CH:30]=[CH:29][CH:28]=[C:27]([O:31][C:32]([F:34])([F:33])[F:35])[CH:26]=2)=[CH:18][CH:19]=1. The yield is 0.490. (8) The reactants are [F:1][C:2]([F:12])([F:11])[C:3]1[CH:10]=[CH:9][C:6]([CH2:7][NH2:8])=[CH:5][CH:4]=1.ClC(Cl)(O[C:17](=[O:23])[O:18][C:19](Cl)(Cl)Cl)Cl.[N-]=C=O.OC1[C:38]2[NH:37][C:36](=[O:39])[CH2:35][O:34][C:33]=2[CH:32]=[CH:31][CH:30]=1. The catalyst is CCOC(C)=O.CN(C=O)C. The product is [F:1][C:2]([F:11])([F:12])[C:3]1[CH:10]=[CH:9][C:6]([CH2:7][NH:8][C:17](=[O:23])[O:18][C:19]2[C:38]3[NH:37][C:36](=[O:39])[CH2:35][O:34][C:33]=3[CH:32]=[CH:31][CH:30]=2)=[CH:5][CH:4]=1. The yield is 0.450.